From a dataset of Forward reaction prediction with 1.9M reactions from USPTO patents (1976-2016). Predict the product of the given reaction. (1) Given the reactants Br[CH2:2][CH2:3][CH2:4][CH2:5][CH2:6][CH2:7][C:8]1[C:14]2[CH:15]=[CH:16][C:17]([OH:19])=[CH:18][C:13]=2[CH2:12][CH2:11][CH2:10][C:9]=1[C:20]1[CH:25]=[CH:24][C:23]([S:26]([CH3:29])(=[O:28])=[O:27])=[CH:22][CH:21]=1.[CH3:30][NH:31][CH2:32][CH2:33][CH2:34][S:35]([CH2:37][CH2:38][CH2:39][C:40]([F:46])([F:45])[C:41]([F:44])([F:43])[F:42])=[O:36], predict the reaction product. The product is: [S:26]([C:23]1[CH:24]=[CH:25][C:20]([C:9]2[CH2:10][CH2:11][CH2:12][C:13]3[CH:18]=[C:17]([OH:19])[CH:16]=[CH:15][C:14]=3[C:8]=2[CH2:7][CH2:6][CH2:5][CH2:4][CH2:3][CH2:2][N:31]([CH3:30])[CH2:32][CH2:33][CH2:34][S:35]([CH2:37][CH2:38][CH2:39][C:40]([F:46])([F:45])[C:41]([F:42])([F:43])[F:44])=[O:36])=[CH:21][CH:22]=1)([CH3:29])(=[O:28])=[O:27]. (2) Given the reactants [Cl:1][C:2]1[CH:10]=[C:9]([CH:11]([O:14][CH2:15][C:16]2([C:29]3[CH:34]=[CH:33][C:32]([F:35])=[CH:31][CH:30]=3)[CH2:21][CH2:20][N:19]([C:22]([O:24][C:25]([CH3:28])([CH3:27])[CH3:26])=[O:23])[CH2:18][CH2:17]2)[CH2:12]O)[C:8]2[C:4](=[CH:5][N:6]([CH2:36][O:37][CH2:38][CH2:39][Si:40]([CH3:43])([CH3:42])[CH3:41])[N:7]=2)[CH:3]=1.C(N(C(C)C)CC)(C)C.F.F.F.C(N(C(C)C)CC)(C)C.[F:65]C(F)(S(F)(=O)=O)C(F)(F)C(F)(F)C(F)(F)F.C(=O)(O)[O-].[Na+], predict the reaction product. The product is: [Cl:1][C:2]1[CH:10]=[C:9]([CH:11]([O:14][CH2:15][C:16]2([C:29]3[CH:34]=[CH:33][C:32]([F:35])=[CH:31][CH:30]=3)[CH2:21][CH2:20][N:19]([C:22]([O:24][C:25]([CH3:26])([CH3:27])[CH3:28])=[O:23])[CH2:18][CH2:17]2)[CH2:12][F:65])[C:8]2[C:4](=[CH:5][N:6]([CH2:36][O:37][CH2:38][CH2:39][Si:40]([CH3:42])([CH3:43])[CH3:41])[N:7]=2)[CH:3]=1. (3) Given the reactants S(=O)(=O)(O)O.[CH2:6](O)[CH3:7].[Cl:9][C:10]1[CH:15]=[CH:14][C:13]([CH2:16][C:17]([OH:19])=[O:18])=[CH:12][CH:11]=1, predict the reaction product. The product is: [Cl:9][C:10]1[CH:11]=[CH:12][C:13]([CH2:16][C:17]([O:19][CH2:6][CH3:7])=[O:18])=[CH:14][CH:15]=1. (4) Given the reactants [F:1][C:2]1[CH:3]=[C:4]([CH:38]=[C:39]([F:41])[CH:40]=1)[CH2:5][N:6]1[C:10]([CH3:11])=[C:9]([C:12]2[C:20]3[C:15](=[N:16][CH:17]=[C:18]([C:21]4[CH:22]=[C:23]([O:35][CH3:36])[C:24]([NH:27]C(=O)OC(C)(C)C)=[N:25][CH:26]=4)[CH:19]=3)[NH:14][CH:13]=2)[C:8]([CH3:37])=[N:7]1, predict the reaction product. The product is: [F:1][C:2]1[CH:3]=[C:4]([CH:38]=[C:39]([F:41])[CH:40]=1)[CH2:5][N:6]1[C:10]([CH3:11])=[C:9]([C:12]2[C:20]3[C:15](=[N:16][CH:17]=[C:18]([C:21]4[CH:22]=[C:23]([O:35][CH3:36])[C:24]([NH2:27])=[N:25][CH:26]=4)[CH:19]=3)[NH:14][CH:13]=2)[C:8]([CH3:37])=[N:7]1. (5) Given the reactants [C:1]([NH:20][C:21]1[N:25]([CH2:26][CH2:27][OH:28])[N:24]=[CH:23][CH:22]=1)([C:14]1[CH:19]=[CH:18][CH:17]=[CH:16][CH:15]=1)([C:8]1[CH:13]=[CH:12][CH:11]=[CH:10][CH:9]=1)[C:2]1[CH:7]=[CH:6][CH:5]=[CH:4][CH:3]=1.Cl[C:30]1[CH:35]=[CH:34][C:33]([N+:36]([O-:38])=[O:37])=[CH:32][N:31]=1.CC(C)([O-])C.[K+].O, predict the reaction product. The product is: [N+:36]([C:33]1[CH:34]=[CH:35][C:30]([O:28][CH2:27][CH2:26][N:25]2[C:21]([NH:20][C:1]([C:2]3[CH:7]=[CH:6][CH:5]=[CH:4][CH:3]=3)([C:8]3[CH:13]=[CH:12][CH:11]=[CH:10][CH:9]=3)[C:14]3[CH:19]=[CH:18][CH:17]=[CH:16][CH:15]=3)=[CH:22][CH:23]=[N:24]2)=[N:31][CH:32]=1)([O-:38])=[O:37]. (6) Given the reactants [OH:1][C:2]1[CH:3]=[C:4]2[C:9](=[CH:10][CH:11]=1)[C:8]([C:12]([O:14][CH2:15][CH3:16])=[O:13])=[CH:7][CH:6]=[CH:5]2.N1C=CC=CC=1.[S:23](O[S:23]([C:26]([F:29])([F:28])[F:27])(=[O:25])=[O:24])([C:26]([F:29])([F:28])[F:27])(=[O:25])=[O:24], predict the reaction product. The product is: [F:27][C:26]([F:29])([F:28])[S:23]([O:1][C:2]1[CH:3]=[C:4]2[C:9](=[CH:10][CH:11]=1)[C:8]([C:12]([O:14][CH2:15][CH3:16])=[O:13])=[CH:7][CH:6]=[CH:5]2)(=[O:25])=[O:24]. (7) Given the reactants Cl[C:2]1[N:3]=[CH:4][CH:5]=[C:6]2[C:10]([C:11](=[O:16])[C:12]([F:15])([F:14])[F:13])=[CH:9][N:8]([CH2:17][CH2:18][O:19][CH3:20])[C:7]=12.[CH3:21]B(O)O.C([O-])([O-])=O.[K+].[K+], predict the reaction product. The product is: [F:13][C:12]([F:15])([F:14])[C:11]([C:10]1[C:6]2[C:7](=[C:2]([CH3:21])[N:3]=[CH:4][CH:5]=2)[N:8]([CH2:17][CH2:18][O:19][CH3:20])[CH:9]=1)=[O:16].